This data is from Reaction yield outcomes from USPTO patents with 853,638 reactions. The task is: Predict the reaction yield, written as a fraction of the theoretical maximum amount of product (1.0 means a 100% yield; for example, 0.34 means a 34% yield). (1) The reactants are [Br:1][C:2]1[N:10]=[C:9]2[C:5]([NH:6][CH:7]=[N:8]2)=[C:4](Cl)[N:3]=1.CO[C:14]1[CH:19]=[CH:18][CH:17]=[C:16]([NH2:20])[CH:15]=1.C([N:23](CC)CC)C.[CH2:28]([OH:31])CC. No catalyst specified. The product is [Br:1][C:2]1[N:10]=[C:9]2[C:5]([NH:6][CH:7]=[N:8]2)=[C:4]([N:20]([O:31][CH3:28])[C:16]2[CH:15]=[CH:14][CH:19]=[CH:18][CH:17]=2)[N:3]=1.[BrH:1].[NH3:23]. The yield is 0.690. (2) The reactants are [F:1][C:2]([F:14])([F:13])[C:3]1[CH:12]=[CH:11][C:6]2[N:7]=[C:8]([NH2:10])[S:9][C:5]=2[CH:4]=1.[Cl:15][C:16]1[CH:17]=[C:18]([CH:22]=[CH:23][C:24]=1[Cl:25])[C:19](Cl)=[O:20].Br[CH:27]([CH2:32][CH3:33])[C:28]([O:30]C)=[O:29].COC1C=CC2N=C(N)SC=2C=1.ClC1C=C(C=CC=1)C(Cl)=O.BrCC(OCC)=O. No catalyst specified. The product is [Cl:15][C:16]1[CH:17]=[C:18]([CH:22]=[CH:23][C:24]=1[Cl:25])[C:19]([N:10]=[C:8]1[N:7]([CH:27]([CH2:32][CH3:33])[C:28]([OH:30])=[O:29])[C:6]2[CH:11]=[CH:12][C:3]([C:2]([F:1])([F:13])[F:14])=[CH:4][C:5]=2[S:9]1)=[O:20]. The yield is 0.170. (3) The yield is 0.760. The product is [CH2:39]([O:38][C:34](=[O:37])[CH2:35][O:36][C:42]1[CH:52]=[N:51][CH:50]=[CH:49][C:43]=1[C:44]([O:46][CH2:47][CH3:48])=[O:45])[CH3:40]. The reactants are C1(P(C2C=CC=CC=2)C2C=CC=CC=2)C=CC=CC=1.CC(OC(/N=N/C(OC(C)C)=O)=O)C.[C:34]([O:38][CH2:39][CH3:40])(=[O:37])[CH2:35][OH:36].O[C:42]1[CH:52]=[N:51][CH:50]=[CH:49][C:43]=1[C:44]([O:46][CH2:47][CH3:48])=[O:45]. The catalyst is C1COCC1.